Dataset: Reaction yield outcomes from USPTO patents with 853,638 reactions. Task: Predict the reaction yield, written as a fraction of the theoretical maximum amount of product (1.0 means a 100% yield; for example, 0.34 means a 34% yield). (1) The product is [CH3:25][C:24]1[C:13]2[CH:14]([C:17]3[CH:22]=[CH:21][C:20]([CH3:23])=[CH:19][CH:18]=3)[CH2:15][O:16][C:12]=2[C:11]([CH3:26])=[C:10]([CH3:27])[C:9]=1[NH2:8]. The reactants are C([NH:8][C:9]1[C:10]([CH3:27])=[C:11]([CH3:26])[C:12]2[O:16][CH2:15][CH:14]([C:17]3[CH:22]=[CH:21][C:20]([CH3:23])=[CH:19][CH:18]=3)[C:13]=2[C:24]=1[CH3:25])C1C=CC=CC=1. The catalyst is CCCCCC. The yield is 0.910. (2) The reactants are [Cl:1][C:2]1[CH:3]=[CH:4][C:5]([CH3:11])=[C:6]([N:8]=[C:9]=[S:10])[CH:7]=1.[NH2:12][C:13]1[C:14]([CH3:20])=[N:15][N:16]([CH3:19])[C:17]=1[CH3:18]. No catalyst specified. The product is [Cl:1][C:2]1[CH:3]=[CH:4][C:5]([CH3:11])=[C:6]([NH:8][C:9]([NH:12][C:13]2[C:14]([CH3:20])=[N:15][N:16]([CH3:19])[C:17]=2[CH3:18])=[S:10])[CH:7]=1. The yield is 0.710. (3) The reactants are CC1C=CC(S(OCC2CC3C=CC(OC)=CC=3O2)(=O)=O)=CC=1.[N-]=[N+]=[N-].[Na+].N(CC1CC2C=C(Cl)C=C(C3C=CSC=3)C=2O1)=[N+]=[N-].[N:47]([CH2:50][CH:51]1[CH2:55][C:54]2[CH:56]=[CH:57][C:58]([O:60][CH3:61])=[CH:59][C:53]=2[O:52]1)=[N+]=[N-].[N-]=[N+]=[N-]. The catalyst is [Pd]. The product is [CH3:61][O:60][C:58]1[CH:57]=[CH:56][C:54]2[CH2:55][CH:51]([CH2:50][NH2:47])[O:52][C:53]=2[CH:59]=1. The yield is 0.690. (4) The catalyst is C1COCC1.C(N(CC)CC)C. The product is [ClH:10].[OH:19][C:20]1[CH:21]=[CH:22][C:23]([CH2:26][CH2:27][CH2:28][CH2:29][NH:30][C:14]([NH:13][C:11]([C:4]2[C:3]([NH2:2])=[N:8][C:7]([NH2:9])=[C:6]([Cl:10])[N:5]=2)=[O:12])=[NH:17])=[CH:24][CH:25]=1. The reactants are I.[NH2:2][C:3]1[C:4]([C:11]([NH:13][C:14](=[NH:17])SC)=[O:12])=[N:5][C:6]([Cl:10])=[C:7]([NH2:9])[N:8]=1.Br.[OH:19][C:20]1[CH:25]=[CH:24][C:23]([CH2:26][CH2:27][CH2:28][CH2:29][NH2:30])=[CH:22][CH:21]=1. The yield is 0.410. (5) The reactants are [N:1]1[CH:2]=[CH:3][N:4]2[C:9]=1[CH:8]=[CH:7][C:6]([O:10][C:11]1[CH:17]=[CH:16][C:14]([NH2:15])=[CH:13][CH:12]=1)=[N:5]2.C(N(CC)CC)C.[C:25]1([N:31]=[C:32]=[O:33])[CH:30]=[CH:29][CH:28]=[CH:27][CH:26]=1. The catalyst is O1CCCC1. The product is [N:1]1[CH:2]=[CH:3][N:4]2[C:9]=1[CH:8]=[CH:7][C:6]([O:10][C:11]1[CH:17]=[CH:16][C:14]([NH:15][C:32]([NH:31][C:25]3[CH:30]=[CH:29][CH:28]=[CH:27][CH:26]=3)=[O:33])=[CH:13][CH:12]=1)=[N:5]2. The yield is 0.810. (6) The reactants are CN([CH:4]=[O:5])C.[CH3:6][C:7]1[C:15]([N+:16]([O-:18])=[O:17])=[CH:14][CH:13]=[CH:12][C:8]=1[C:9](O)=[O:10].IC. The catalyst is O. The product is [CH3:6][C:7]1[C:15]([N+:16]([O-:18])=[O:17])=[CH:14][CH:13]=[CH:12][C:8]=1[C:9]([O:5][CH3:4])=[O:10]. The yield is 1.00. (7) The reactants are [CH3:1][O:2][C:3]1[CH:4]=[C:5]([C:9]2[CH:17]=[CH:16][CH:15]=[C:14]3[C:10]=2[CH2:11][C:12](=[O:18])[NH:13]3)[CH:6]=[CH:7][CH:8]=1.[CH2:19]([N:21]([CH2:35][CH3:36])[CH2:22][CH2:23][NH:24][C:25]([C:27]1[C:31]([CH3:32])=[C:30]([CH:33]=O)[NH:29][CH:28]=1)=[O:26])[CH3:20]. The catalyst is C(O)C.N1CCCCC1. The product is [CH2:35]([N:21]([CH2:19][CH3:20])[CH2:22][CH2:23][NH:24][C:25]([C:27]1[C:31]([CH3:32])=[C:30]([CH:33]=[C:11]2[C:10]3[C:14](=[CH:15][CH:16]=[CH:17][C:9]=3[C:5]3[CH:6]=[CH:7][CH:8]=[C:3]([O:2][CH3:1])[CH:4]=3)[NH:13][C:12]2=[O:18])[NH:29][CH:28]=1)=[O:26])[CH3:36]. The yield is 0.570. (8) The reactants are [Cl:1][C:2]1[CH:3]=[C:4]([CH2:9][S:10](Cl)(=[O:12])=[O:11])[CH:5]=[CH:6][C:7]=1[Cl:8].CC(C)=O.[OH-].[NH4+:19]. The catalyst is O. The product is [Cl:1][C:2]1[CH:3]=[C:4]([CH2:9][S:10]([NH2:19])(=[O:12])=[O:11])[CH:5]=[CH:6][C:7]=1[Cl:8]. The yield is 0.810. (9) The reactants are [Br:1][C:2]1[CH:7]=[C:6]([CH3:8])[CH:5]=[CH:4][N:3]=1.C[O:10][C:11](=O)[C:12]1[CH:17]=[CH:16][CH:15]=[C:14]([Cl:18])[CH:13]=1. No catalyst specified. The product is [Br:1][C:2]1[CH:7]=[C:6]([CH2:8][C:11]([C:12]2[CH:17]=[CH:16][CH:15]=[C:14]([Cl:18])[CH:13]=2)=[O:10])[CH:5]=[CH:4][N:3]=1. The yield is 0.930.